The task is: Predict the product of the given reaction.. This data is from Forward reaction prediction with 1.9M reactions from USPTO patents (1976-2016). (1) Given the reactants [Cl:1][C:2]1[N:9]=[C:8]([Cl:10])[C:7]([CH:11]2[CH2:13][CH2:12]2)=[CH:6][C:3]=1[C:4]#[N:5].C([O-])([O-])=[O:15].[K+].[K+].OO.O, predict the reaction product. The product is: [Cl:1][C:2]1[N:9]=[C:8]([Cl:10])[C:7]([CH:11]2[CH2:12][CH2:13]2)=[CH:6][C:3]=1[C:4]([NH2:5])=[O:15]. (2) Given the reactants Cl.[F:2][C:3]1[CH:8]=[CH:7][C:6]([C:9]2(C(O)=O)[CH2:14][CH2:13][N:12]([CH3:15])[CH2:11][CH2:10]2)=[CH:5][CH:4]=1.C1(P([N:33]=[N+]=[N-])(C2C=CC=CC=2)=O)C=CC=CC=1.O.CCO[C:40](C)=[O:41], predict the reaction product. The product is: [F:2][C:3]1[CH:4]=[CH:5][C:6]([C:9]2([N:33]=[C:40]=[O:41])[CH2:10][CH2:11][N:12]([CH3:15])[CH2:13][CH2:14]2)=[CH:7][CH:8]=1. (3) Given the reactants Cl.[OH:2][C:3]([CH3:22])([CH3:21])[CH2:4][N:5]1[CH:9]=[CH:8][C:7]([NH:10][C:11](=[O:20])[C@@H:12]([NH2:19])[CH2:13][C@H:14]([O:16][CH2:17][CH3:18])[CH3:15])=[N:6]1.C(N([CH2:30][CH3:31])C(C)C)(C)C.Cl.OC(C)(C)CN1C=CC(NC(=O)[C@@H](N2[CH2:52][C:51]([O:53][C:54]3[CH:59]=[CH:58][CH:57]=[C:56]([Cl:60])[C:55]=3[Cl:61])=[CH:50][C:49]2=[O:62])CC(C)C)=N1.C[OH:67], predict the reaction product. The product is: [CH2:30]([O:67][C:49](=[O:62])[CH:50]=[C:51]([O:53][C:54]1[CH:59]=[CH:58][CH:57]=[C:56]([Cl:60])[C:55]=1[Cl:61])[CH2:52][NH:19][C@H:12]([C:11](=[O:20])[NH:10][C:7]1[CH:8]=[CH:9][N:5]([CH2:4][C:3]([OH:2])([CH3:22])[CH3:21])[N:6]=1)[CH2:13][C@H:14]([O:16][CH2:17][CH3:18])[CH3:15])[CH3:31]. (4) The product is: [C:48]1([CH3:58])[CH:49]=[CH:50][C:51]([S:54]([OH:57])(=[O:55])=[O:56])=[CH:52][CH:53]=1.[NH:18]1[CH2:19][CH2:20][C@H:17]1[CH2:16][O:15][C:14]1[CH:28]=[CH:29][C:30]([C:32]([F:33])([F:34])[F:35])=[CH:31][C:13]=1[C:11](/[N:10]=[C:8]1\[S:9][C:5]([C:1]([CH3:3])([CH3:4])[CH3:2])=[CH:6][N:7]\1[CH2:36][CH:37]([CH3:38])[CH3:39])=[O:12]. Given the reactants [C:1]([C:5]1[S:9]/[C:8](=[N:10]\[C:11]([C:13]2[CH:31]=[C:30]([C:32]([F:35])([F:34])[F:33])[CH:29]=[CH:28][C:14]=2[O:15][CH2:16][C@@H:17]2[CH2:20][CH2:19][N:18]2C(OC(C)(C)C)=O)=[O:12])/[N:7]([CH2:36][CH:37]([CH3:39])[CH3:38])[CH:6]=1)([CH3:4])([CH3:3])[CH3:2].FC(F)(F)C(O)=O.O.[C:48]1([CH3:58])[CH:53]=[CH:52][C:51]([S:54]([OH:57])(=[O:56])=[O:55])=[CH:50][CH:49]=1, predict the reaction product. (5) Given the reactants [O:1]1[C:5]2[CH:6]=[CH:7][C:8]([C:10]3([C:13]([OH:15])=O)[CH2:12][CH2:11]3)=[CH:9][C:4]=2[O:3][CH2:2]1.S(Cl)(Cl)=O.CN(C)C=O.[N:25]1[CH:30]=[CH:29][CH:28]=[CH:27][C:26]=1[NH2:31], predict the reaction product. The product is: [O:1]1[C:5]2[CH:6]=[CH:7][C:8]([C:10]3([C:13]([NH:31][C:26]4[CH:27]=[CH:28][CH:29]=[CH:30][N:25]=4)=[O:15])[CH2:11][CH2:12]3)=[CH:9][C:4]=2[O:3][CH2:2]1. (6) Given the reactants CO[C:3]([C:5]1[S:6][C:7]([CH2:15][CH2:16][CH:17]2[CH2:19][CH2:18]2)=[CH:8][C:9]=1[N:10]=[CH:11][N:12]([CH3:14])C)=[O:4].NC1[CH:26]=[CH:25][C:24]([N:27]2[CH2:31][CH2:30][C@@H:29]([N:32]([CH2:34][CH2:35][S:36]([CH3:39])(=[O:38])=[O:37])[CH3:33])[CH2:28]2)=[CH:23][CH:22]=1, predict the reaction product. The product is: [CH:17]1([CH2:16][CH2:15][C:7]2[S:6][C:5]3[C:3](=[O:4])[N:12]([C:14]4[CH:26]=[CH:25][C:24]([N:27]5[CH2:31][CH2:30][C@@H:29]([N:32]([CH2:34][CH2:35][S:36]([CH3:39])(=[O:38])=[O:37])[CH3:33])[CH2:28]5)=[CH:23][CH:22]=4)[CH:11]=[N:10][C:9]=3[CH:8]=2)[CH2:18][CH2:19]1.